From a dataset of Reaction yield outcomes from USPTO patents with 853,638 reactions. Predict the reaction yield, written as a fraction of the theoretical maximum amount of product (1.0 means a 100% yield; for example, 0.34 means a 34% yield). (1) The reactants are [NH2:1][C:2]1[C:7]([F:8])=[C:6]([C:9]2[C:17]3[O:16][C:15]([F:19])([F:18])[O:14][C:13]=3[C:12]([Si](C)(C)C)=[CH:11][CH:10]=2)[N:5]=[C:4]([C:24]([O:26][CH3:27])=[O:25])[C:3]=1[Cl:28].[I:29]Cl.OS([O-])=O.[Na+].C(OCC)(=O)C. The catalyst is ClCCCl. The product is [NH2:1][C:2]1[C:7]([F:8])=[C:6]([C:9]2[C:17]3[O:16][C:15]([F:19])([F:18])[O:14][C:13]=3[C:12]([I:29])=[CH:11][CH:10]=2)[N:5]=[C:4]([C:24]([O:26][CH3:27])=[O:25])[C:3]=1[Cl:28]. The yield is 0.960. (2) The yield is 0.870. The reactants are [C:1]([O:5][C:6]([N:8]([CH3:14])[C@@H:9]([CH3:13])[C:10]([OH:12])=O)=[O:7])([CH3:4])([CH3:3])[CH3:2].C1C=NC2N(O)N=NC=2C=1.C(Cl)CCl.CN1CCOCC1.[NH2:36][C@H:37]([C:57]([N:59]1[C@H:68]([C:69](=[O:82])[N:70]([CH3:81])[C@H:71]2[C:80]3[C:75](=[CH:76][CH:77]=[CH:78][CH:79]=3)[CH2:74][CH2:73][CH2:72]2)[CH2:67][C:66]2[C:61](=[CH:62][CH:63]=[CH:64][CH:65]=2)[CH2:60]1)=[O:58])[CH2:38][C:39]1[CH:56]=[CH:55][C:42]([O:43][CH2:44][C:45]2[CH:54]=[CH:53][C:48]([C:49]([O:51][CH3:52])=[O:50])=[CH:47][CH:46]=2)=[CH:41][CH:40]=1. The catalyst is CN(C=O)C. The product is [C:1]([O:5][C:6]([N:8]([CH3:14])[C@@H:9]([CH3:13])[C:10]([NH:36][C@H:37]([C:57]([N:59]1[C@H:68]([C:69](=[O:82])[N:70]([CH3:81])[C@H:71]2[C:80]3[C:75](=[CH:76][CH:77]=[CH:78][CH:79]=3)[CH2:74][CH2:73][CH2:72]2)[CH2:67][C:66]2[C:61](=[CH:62][CH:63]=[CH:64][CH:65]=2)[CH2:60]1)=[O:58])[CH2:38][C:39]1[CH:40]=[CH:41][C:42]([O:43][CH2:44][C:45]2[CH:46]=[CH:47][C:48]([C:49]([O:51][CH3:52])=[O:50])=[CH:53][CH:54]=2)=[CH:55][CH:56]=1)=[O:12])=[O:7])([CH3:2])([CH3:3])[CH3:4]. (3) The reactants are Cl[C:2]1[C:7]([C:8]([O:10][CH2:11][CH3:12])=[O:9])=[CH:6][N:5]=[C:4]([Cl:13])[C:3]=1[CH3:14].[CH3:15][NH2:16].O. The catalyst is C(#N)C. The product is [Cl:13][C:4]1[C:3]([CH3:14])=[C:2]([NH:16][CH3:15])[C:7]([C:8]([O:10][CH2:11][CH3:12])=[O:9])=[CH:6][N:5]=1. The yield is 0.810. (4) The reactants are [Cl:1][C:2]1[CH:12]=[C:11](Br)[CH:10]=[CH:9][C:3]=1[C:4]([O:6][CH2:7][CH3:8])=[O:5].[CH:14]([B-](F)(F)F)=[CH2:15].[K+].C(=O)([O-])[O-].[K+].[K+]. The catalyst is CS(C)=O.O. The product is [Cl:1][C:2]1[CH:12]=[C:11]([CH:14]=[CH2:15])[CH:10]=[CH:9][C:3]=1[C:4]([O:6][CH2:7][CH3:8])=[O:5]. The yield is 0.690.